The task is: Predict which catalyst facilitates the given reaction.. This data is from Catalyst prediction with 721,799 reactions and 888 catalyst types from USPTO. (1) Reactant: [N+:1](=[CH:3][Si:4]([CH3:7])([CH3:6])[CH3:5])=[N-:2].C([Li])CCC.[CH3:13][C:14]1([CH3:44])[CH2:19][O:18][CH2:17][CH2:16][N:15]1[C:20]([C:22]1[C:23]2[CH2:39][O:38][C:37]3[CH:36]=[C:35]([O:40][CH3:41])[C:34]([C:42]#[N:43])=[CH:33][C:32]=3[C:24]=2[N:25]([C:27]2[CH:31]=[CH:30][S:29][CH:28]=2)[N:26]=1)=[O:21]. Product: [CH3:13][C:14]1([CH3:44])[CH2:19][O:18][CH2:17][CH2:16][N:15]1[C:20]([C:22]1[C:23]2[CH2:39][O:38][C:37]3[CH:36]=[C:35]([O:40][CH3:41])[C:34]([C:42]4[N:2]=[N:1][CH:3]([Si:4]([CH3:7])([CH3:6])[CH3:5])[N:43]=4)=[CH:33][C:32]=3[C:24]=2[N:25]([C:27]2[CH:31]=[CH:30][S:29][CH:28]=2)[N:26]=1)=[O:21]. The catalyst class is: 27. (2) Reactant: [CH3:1][O:2][C:3]1[C:4]([O:26][CH3:27])=[CH:5][C:6]2[C:7]3[C:15]([C:16]4[CH:23]=[CH:22][C:19]([C:20]#[N:21])=[C:18]([CH2:24][OH:25])[CH:17]=4)=[N:14][NH:13][C:8]=3[CH:9]=[N:10][C:11]=2[CH:12]=1.CI.[C:30](=O)([O-])[O-].[K+].[K+]. Product: [CH3:1][O:2][C:3]1[C:4]([O:26][CH3:27])=[CH:5][C:6]2[C:7]3[C:15]([C:16]4[CH:23]=[CH:22][C:19]([C:20]#[N:21])=[C:18]([CH2:24][OH:25])[CH:17]=4)=[N:14][N:13]([CH3:30])[C:8]=3[CH:9]=[N:10][C:11]=2[CH:12]=1. The catalyst class is: 9.